From a dataset of Catalyst prediction with 721,799 reactions and 888 catalyst types from USPTO. Predict which catalyst facilitates the given reaction. (1) Reactant: [OH-].[Na+].[CH3:3][C@@H:4]1[CH2:9][O:8][CH2:7][CH2:6][N:5]1[C:10]1[CH:15]=[C:14]([C:16]2([S:19]([CH3:22])(=[NH:21])=[O:20])[CH2:18][CH2:17]2)[N:13]=[C:12]([C:23]2[CH:28]=[CH:27][N:26]=[C:25]3[N:29](S(C4C=CC(C)=CC=4)(=O)=O)[CH:30]=[CH:31][C:24]=23)[N:11]=1.O.Cl. Product: [CH3:3][C@@H:4]1[CH2:9][O:8][CH2:7][CH2:6][N:5]1[C:10]1[CH:15]=[C:14]([C:16]2([S:19]([CH3:22])(=[NH:21])=[O:20])[CH2:18][CH2:17]2)[N:13]=[C:12]([C:23]2[CH:28]=[CH:27][N:26]=[C:25]3[NH:29][CH:30]=[CH:31][C:24]=23)[N:11]=1. The catalyst class is: 57. (2) The catalyst class is: 13. Reactant: Cl[C:2]1[C:3]2[N:10]([CH3:11])[CH:9]=[CH:8][C:4]=2[N:5]=[CH:6][N:7]=1.[F:12][C:13]1[CH:18]=[C:17]([N+:19]([O-:21])=[O:20])[CH:16]=[CH:15][C:14]=1[OH:22].CC1C=CC=CC=1C. Product: [F:12][C:13]1[CH:18]=[C:17]([N+:19]([O-:21])=[O:20])[CH:16]=[CH:15][C:14]=1[O:22][C:2]1[C:3]2[N:10]([CH3:11])[CH:9]=[CH:8][C:4]=2[N:5]=[CH:6][N:7]=1.